This data is from Reaction yield outcomes from USPTO patents with 853,638 reactions. The task is: Predict the reaction yield, written as a fraction of the theoretical maximum amount of product (1.0 means a 100% yield; for example, 0.34 means a 34% yield). (1) The reactants are [CH3:1][C:2]([O:5][C:6]([N:8]1[CH2:13][CH:12]=[C:11]([C:14]2[N:15]=[CH:16][C:17]([C:20]([O:22][CH3:23])=[O:21])=[N:18][CH:19]=2)[CH2:10][CH2:9]1)=[O:7])([CH3:4])[CH3:3]. The catalyst is C(O)C.[Pd]. The product is [CH3:4][C:2]([O:5][C:6]([N:8]1[CH2:13][CH2:12][CH:11]([C:14]2[N:15]=[CH:16][C:17]([C:20]([O:22][CH3:23])=[O:21])=[N:18][CH:19]=2)[CH2:10][CH2:9]1)=[O:7])([CH3:1])[CH3:3]. The yield is 0.680. (2) The reactants are [N+:1]([C:4]1[C:9]([OH:10])=[CH:8][CH:7]=[CH:6][C:5]=1[OH:11])([O-])=O. The catalyst is CO.[Pd]. The product is [NH2:1][C:4]1[C:9]([OH:10])=[CH:8][CH:7]=[CH:6][C:5]=1[OH:11]. The yield is 0.950. (3) The reactants are C(N(CC)CC)C.[C:8]1([C:34]2[CH:39]=[CH:38][CH:37]=[CH:36][CH:35]=2)[CH:13]=[CH:12][C:11]([S:14]([N:17]2[CH2:21][CH2:20][S:19][CH:18]2[C:22]([NH:24][CH:25]([C:32]#[N:33])[C:26]2[CH:31]=[CH:30][CH:29]=[CH:28][CH:27]=2)=[O:23])(=[O:16])=[O:15])=[CH:10][CH:9]=1.Cl.[NH2:41][OH:42]. The catalyst is C(O)C. The product is [NH2:33]/[C:32](=[N:41]\[OH:42])/[C@H:25]([NH:24][C:22]([CH:18]1[N:17]([S:14]([C:11]2[CH:12]=[CH:13][C:8]([C:34]3[CH:35]=[CH:36][CH:37]=[CH:38][CH:39]=3)=[CH:9][CH:10]=2)(=[O:15])=[O:16])[CH2:21][CH2:20][S:19]1)=[O:23])[C:26]1[CH:31]=[CH:30][CH:29]=[CH:28][CH:27]=1. The yield is 1.00. (4) The product is [CH3:1][O:2][CH2:3][CH2:4][O:5][CH2:6][O:7][C:8]1[CH:13]=[CH:12][CH:11]=[CH:10][C:9]=1[N:14]1[CH2:19][CH2:18][NH:17][CH2:16][CH2:15]1. The yield is 0.690. The catalyst is C(O)(C(F)(F)F)=O.CCOCC.C(Cl)Cl. The reactants are [CH3:1][O:2][CH2:3][CH2:4][O:5][CH2:6][O:7][C:8]1[CH:13]=[CH:12][CH:11]=[CH:10][C:9]=1[N:14]1[CH2:19][CH2:18][N:17](C(OC(C)(C)C)=O)[CH2:16][CH2:15]1.C(=O)([O-])[O-].[K+].[K+]. (5) The reactants are [Cl:1][C:2]1[CH:3]=[C:4]([NH:9][C:10]2[C:19]3[C:14](=[CH:15][CH:16]=[C:17]([C:20]4[O:21][C:22]([CH:25]=O)=[CH:23][CH:24]=4)[CH:18]=3)[N:13]=[CH:12][N:11]=2)[CH:5]=[CH:6][C:7]=1[F:8].[CH2:27]([NH2:30])[CH2:28][CH3:29].C(O[BH-](OC(=O)C)OC(=O)C)(=O)C.[Na+]. The catalyst is O1CCCC1.CN(C=O)C. The product is [Cl:1][C:2]1[CH:3]=[C:4]([NH:9][C:10]2[C:19]3[C:14](=[CH:15][CH:16]=[C:17]([C:20]4[O:21][C:22]([CH2:25][NH:30][CH2:27][CH2:28][CH3:29])=[CH:23][CH:24]=4)[CH:18]=3)[N:13]=[CH:12][N:11]=2)[CH:5]=[CH:6][C:7]=1[F:8]. The yield is 0.681. (6) The reactants are [OH:1][CH:2]1[CH2:5][N:4]([C:6]([O:8][C:9]([CH3:12])([CH3:11])[CH3:10])=[O:7])[CH2:3]1.[H-].[Na+].[CH2:15](Br)[C:16]1[CH:21]=[CH:20][CH:19]=[CH:18][CH:17]=1. The catalyst is CN(C=O)C. The product is [CH2:15]([O:1][CH:2]1[CH2:3][N:4]([C:6]([O:8][C:9]([CH3:12])([CH3:11])[CH3:10])=[O:7])[CH2:5]1)[C:16]1[CH:21]=[CH:20][CH:19]=[CH:18][CH:17]=1. The yield is 0.800. (7) The reactants are [CH3:1][O:2][C:3]([C:5]1[CH:6]=[C:7]([CH:11]=[C:12]([N:14]([CH3:19])[S:15]([CH3:18])(=[O:17])=[O:16])[CH:13]=1)[C:8](O)=[O:9])=[O:4].B.C1COCC1.C(O)(=O)C.O. The catalyst is C1COCC1. The product is [OH:9][CH2:8][C:7]1[CH:6]=[C:5]([CH:13]=[C:12]([N:14]([CH3:19])[S:15]([CH3:18])(=[O:17])=[O:16])[CH:11]=1)[C:3]([O:2][CH3:1])=[O:4]. The yield is 0.860. (8) The reactants are [CH2:1]([N:3]1[CH:7]=[C:6]([C:8]2[S:16][C:15]3[C:10](=[N:11][CH:12]=[CH:13][C:14]=3[O:17][C:18]3[CH:23]=[CH:22][C:21]([NH:24][C:25](=[O:36])[CH2:26][C:27]([NH:29][C:30]4[CH:35]=[CH:34][CH:33]=[CH:32][CH:31]=4)=[O:28])=[CH:20][C:19]=3[F:37])[CH:9]=2)[N:5]=[CH:4]1)[CH3:2].O=[C:39](NC1C=CC=CC=1)[CH2:40]C(O)=O. No catalyst specified. The product is [CH2:1]([N:3]1[CH:7]=[C:6]([C:8]2[S:16][C:15]3[C:10](=[N:11][CH:12]=[CH:13][C:14]=3[O:17][C:18]3[CH:23]=[CH:22][C:21]([NH:24][C:25]([CH:26]4[CH2:40][CH2:39][N:29]([C:30]5[CH:35]=[CH:34][CH:33]=[CH:32][CH:31]=5)[C:27]4=[O:28])=[O:36])=[CH:20][C:19]=3[F:37])[CH:9]=2)[N:5]=[CH:4]1)[CH3:2]. The yield is 0.400. (9) The reactants are Br[C:2]1[CH:11]=[C:10]2[C:5]([C:6]([CH3:12])=[CH:7][CH:8]=[N:9]2)=[CH:4][CH:3]=1.[CH:13]1([N:16]2[CH2:21][C:20]3([CH2:26][CH2:25][N:24]([S:27]([C:30]4[CH:35]=[CH:34][C:33](B5OC(C)(C)C(C)(C)O5)=[CH:32][CH:31]=4)(=[O:29])=[O:28])[CH2:23][CH2:22]3)[O:19][CH2:18][C:17]2=[O:45])[CH2:15][CH2:14]1. No catalyst specified. The product is [CH:13]1([N:16]2[CH2:21][C:20]3([CH2:26][CH2:25][N:24]([S:27]([C:30]4[CH:31]=[CH:32][C:33]([C:2]5[CH:11]=[C:10]6[C:5]([C:6]([CH3:12])=[CH:7][CH:8]=[N:9]6)=[CH:4][CH:3]=5)=[CH:34][CH:35]=4)(=[O:28])=[O:29])[CH2:23][CH2:22]3)[O:19][CH2:18][C:17]2=[O:45])[CH2:14][CH2:15]1. The yield is 0.500.